This data is from Forward reaction prediction with 1.9M reactions from USPTO patents (1976-2016). The task is: Predict the product of the given reaction. (1) Given the reactants Cl.Cl.[NH:3]1[CH2:8][CH2:7][CH:6]([N:9]2[C:17]3[C:12](=[N:13][CH:14]=[CH:15][CH:16]=3)[NH:11][C:10]2=[O:18])[CH2:5][CH2:4]1.Cl[C:20]1[CH:25]=[C:24]([C:26]([N:28]2[C:36]3[C:31](=[CH:32][C:33]([F:37])=[CH:34][CH:35]=3)[CH2:30][CH2:29]2)=[O:27])[CH:23]=[C:22]([O:38][CH3:39])[N:21]=1.C(=O)([O-])[O-].[K+].[K+], predict the reaction product. The product is: [F:37][C:33]1[CH:32]=[C:31]2[C:36](=[CH:35][CH:34]=1)[N:28]([C:26]([C:24]1[CH:23]=[C:22]([O:38][CH3:39])[N:21]=[C:20]([N:3]3[CH2:4][CH2:5][CH:6]([N:9]4[C:17]5[C:12](=[N:13][CH:14]=[CH:15][CH:16]=5)[NH:11][C:10]4=[O:18])[CH2:7][CH2:8]3)[CH:25]=1)=[O:27])[CH2:29][CH2:30]2. (2) The product is: [Br:36][C:37]1[C:42]([CH2:43][NH:15][C:16]2[C:17]3[CH2:28][N:27]([C:29]([O:31][C:32]([CH3:34])([CH3:33])[CH3:35])=[O:30])[CH2:26][C:18]=3[N:19]([C:21]([O:23][CH2:24][CH3:25])=[O:22])[N:20]=2)=[C:41]([F:45])[C:40]([O:46][CH3:47])=[CH:39][CH:38]=1. Given the reactants C(O[BH-](OC(=O)C)OC(=O)C)(=O)C.[Na+].[NH2:15][C:16]1[C:17]2[CH2:28][N:27]([C:29]([O:31][C:32]([CH3:35])([CH3:34])[CH3:33])=[O:30])[CH2:26][C:18]=2[N:19]([C:21]([O:23][CH2:24][CH3:25])=[O:22])[N:20]=1.[Br:36][C:37]1[C:42]([CH:43]=O)=[C:41]([F:45])[C:40]([O:46][CH3:47])=[CH:39][CH:38]=1.C(O)(=O)C, predict the reaction product. (3) Given the reactants [CH3:1][C:2]1[C:3]([NH2:8])=[C:4]([NH2:7])[NH:5][N:6]=1.O.[C:10]([OH:14])(=O)[CH:11]=O.[C:15](O)(=O)[CH3:16].C(O[CH2:22][CH3:23])C.[CH3:24]O, predict the reaction product. The product is: [CH2:22]([CH:23]([N:5]1[C:4]2=[N:7][CH:11]=[C:10]([OH:14])[N:8]=[C:3]2[C:2]([CH3:1])=[N:6]1)[CH2:15][CH3:16])[CH3:24]. (4) Given the reactants [F:1][C:2]1[CH:7]=[CH:6][C:5]([N:8]2[C:12]([CH:13]=[O:14])=[C:11]([CH3:15])[N:10]=[N:9]2)=[CH:4][CH:3]=1.[BH4-].[Na+].[Cl-].[NH4+], predict the reaction product. The product is: [F:1][C:2]1[CH:3]=[CH:4][C:5]([N:8]2[C:12]([CH2:13][OH:14])=[C:11]([CH3:15])[N:10]=[N:9]2)=[CH:6][CH:7]=1. (5) Given the reactants P(Cl)(Cl)([Cl:3])=O.[CH2:6]([C:8]1[NH:19][C:11]2[N:12]=[C:13]([S:17][CH3:18])[NH:14][C:15](=O)[C:10]=2[CH:9]=1)[CH3:7].CN(C)C1C=CC=CC=1, predict the reaction product. The product is: [Cl:3][C:15]1[C:10]2[CH:9]=[C:8]([CH2:6][CH3:7])[NH:19][C:11]=2[N:12]=[C:13]([S:17][CH3:18])[N:14]=1. (6) Given the reactants [Br:1][C:2]1[CH:3]=[C:4]([NH:9][C:10](=[O:12])[CH3:11])[CH:5]=[CH:6][C:7]=1[CH3:8].[N+:13]([O-])([OH:15])=[O:14], predict the reaction product. The product is: [Br:1][C:2]1[C:7]([CH3:8])=[CH:6][C:5]([N+:13]([O-:15])=[O:14])=[C:4]([NH:9][C:10](=[O:12])[CH3:11])[CH:3]=1. (7) Given the reactants [CH:1]12[CH2:7][CH:4]([CH2:5][CH2:6]1)[CH2:3][CH:2]2[C:8]1([CH3:15])[C:12](=[O:13])[NH:11][N:10]=[C:9]1[CH3:14].Br[CH2:17][C:18]([C:20]1[CH:24]=[CH:23][S:22][CH:21]=1)=[O:19], predict the reaction product. The product is: [C@H:1]12[CH2:7][C@H:4]([CH2:5][CH2:6]1)[CH2:3][C@@H:2]2[C:8]1([CH3:15])[C:12](=[O:13])[N:11]([CH2:17][C:18](=[O:19])[C:20]2[CH:24]=[CH:23][S:22][CH:21]=2)[N:10]=[C:9]1[CH3:14]. (8) Given the reactants Br[CH2:2][CH2:3][CH:4]([C:9]1[S:10][C:11]2[CH:18]=[C:17]([C:19]([F:22])([F:21])[F:20])[CH:16]=[CH:15][C:12]=2[C:13]=1[CH3:14])[CH2:5][CH2:6][CH2:7][CH3:8].C(=O)([O-])[O-].[Cs+].[Cs+].[SH:29][C:30]1[S:31][CH:32]=[C:33]([CH2:35][C:36]([O:38][CH2:39][CH3:40])=[O:37])[N:34]=1, predict the reaction product. The product is: [CH3:14][C:13]1[C:12]2[CH:15]=[CH:16][C:17]([C:19]([F:22])([F:21])[F:20])=[CH:18][C:11]=2[S:10][C:9]=1[CH:4]([CH2:5][CH2:6][CH2:7][CH3:8])[CH2:3][CH2:2][S:29][C:30]1[S:31][CH:32]=[C:33]([CH2:35][C:36]([O:38][CH2:39][CH3:40])=[O:37])[N:34]=1.